From a dataset of NCI-60 drug combinations with 297,098 pairs across 59 cell lines. Regression. Given two drug SMILES strings and cell line genomic features, predict the synergy score measuring deviation from expected non-interaction effect. (1) Drug 1: C1=NC(=NC(=O)N1C2C(C(C(O2)CO)O)O)N. Drug 2: CCCCC(=O)OCC(=O)C1(CC(C2=C(C1)C(=C3C(=C2O)C(=O)C4=C(C3=O)C=CC=C4OC)O)OC5CC(C(C(O5)C)O)NC(=O)C(F)(F)F)O. Cell line: OVCAR-5. Synergy scores: CSS=43.4, Synergy_ZIP=3.51, Synergy_Bliss=3.18, Synergy_Loewe=-8.61, Synergy_HSA=3.73. (2) Drug 1: CCN(CC)CCCC(C)NC1=C2C=C(C=CC2=NC3=C1C=CC(=C3)Cl)OC. Drug 2: CC(C)NC(=O)C1=CC=C(C=C1)CNNC.Cl. Cell line: CCRF-CEM. Synergy scores: CSS=43.8, Synergy_ZIP=-0.234, Synergy_Bliss=-1.76, Synergy_Loewe=-31.6, Synergy_HSA=-1.44. (3) Drug 1: CCC1=CC2CC(C3=C(CN(C2)C1)C4=CC=CC=C4N3)(C5=C(C=C6C(=C5)C78CCN9C7C(C=CC9)(C(C(C8N6C)(C(=O)OC)O)OC(=O)C)CC)OC)C(=O)OC.C(C(C(=O)O)O)(C(=O)O)O. Drug 2: CCCCCOC(=O)NC1=NC(=O)N(C=C1F)C2C(C(C(O2)C)O)O. Cell line: OVCAR-5. Synergy scores: CSS=46.8, Synergy_ZIP=0.389, Synergy_Bliss=0.656, Synergy_Loewe=-26.7, Synergy_HSA=1.36.